From a dataset of Forward reaction prediction with 1.9M reactions from USPTO patents (1976-2016). Predict the product of the given reaction. (1) The product is: [CH3:1][O:2][C:3]1[CH:4]=[C:5]2[C:10](=[CH:11][C:12]=1[O:13][CH3:14])[CH:9]([CH2:15][O:16][C:17]1[CH:22]=[CH:21][CH:20]=[CH:19][CH:18]=1)[N:8]([CH:23]([C:27]1[CH:32]=[CH:31][CH:30]=[CH:29][CH:28]=1)[C:24]([NH2:34])=[O:25])[CH2:7][CH2:6]2. Given the reactants [CH3:1][O:2][C:3]1[CH:4]=[C:5]2[C:10](=[CH:11][C:12]=1[O:13][CH3:14])[CH:9]([CH2:15][O:16][C:17]1[CH:22]=[CH:21][CH:20]=[CH:19][CH:18]=1)[N:8]([CH:23]([C:27]1[CH:32]=[CH:31][CH:30]=[CH:29][CH:28]=1)[C:24](O)=[O:25])[CH2:7][CH2:6]2.[Br-].[NH4+:34], predict the reaction product. (2) Given the reactants [C:1]([NH:9][NH2:10])(=[O:8])[C:2]1[CH:7]=[CH:6][CH:5]=[CH:4][CH:3]=1.[CH:11](=O)[CH3:12], predict the reaction product. The product is: [CH:11](=[N:10][NH:9][C:1](=[O:8])[C:2]1[CH:7]=[CH:6][CH:5]=[CH:4][CH:3]=1)[CH3:12]. (3) Given the reactants [H-].[H-].[H-].[H-].[Li+].[Al+3].[F:7][C:8]1[CH:13]=[CH:12][CH:11]=[CH:10][C:9]=1[C:14]1[CH:22]=[CH:21][C:17]([C:18](O)=[O:19])=[CH:16][CH:15]=1.O.[OH-].[K+], predict the reaction product. The product is: [F:7][C:8]1[CH:13]=[CH:12][CH:11]=[CH:10][C:9]=1[C:14]1[CH:22]=[CH:21][C:17]([CH2:18][OH:19])=[CH:16][CH:15]=1. (4) Given the reactants COC[O:4][C:5]1[CH:6]=[CH:7][C:8]([C:11]2[C:16]([C:17]([F:20])([F:19])[F:18])=[CH:15][CH:14]=[CH:13][N:12]=2)=[N:9][CH:10]=1.Cl, predict the reaction product. The product is: [F:19][C:17]([F:18])([F:20])[C:16]1[C:11]([C:8]2[CH:7]=[CH:6][C:5]([OH:4])=[CH:10][N:9]=2)=[N:12][CH:13]=[CH:14][CH:15]=1. (5) Given the reactants [F:1][C:2]1[CH:10]=[CH:9][C:8]([CH:11]([OH:13])[CH3:12])=[CH:7][C:3]=1[C:4]([OH:6])=O.[C:14]([O:18][C:19]([N:21]1[CH2:26][CH2:25][NH:24][CH2:23][CH2:22]1)=[O:20])([CH3:17])([CH3:16])[CH3:15].C(N(CC)CC)C, predict the reaction product. The product is: [C:14]([O:18][C:19]([N:21]1[CH2:26][CH2:25][N:24]([C:4](=[O:6])[C:3]2[CH:7]=[C:8]([CH:11]([OH:13])[CH3:12])[CH:9]=[CH:10][C:2]=2[F:1])[CH2:23][CH2:22]1)=[O:20])([CH3:17])([CH3:15])[CH3:16]. (6) Given the reactants [O:1]1[C:6]2[CH:7]=[CH:8][C:9]([CH2:11][N:12]([CH:20]3[CH2:25][CH2:24][NH:23][CH2:22][CH2:21]3)[C:13](=[O:19])[O:14][C:15]([CH3:18])([CH3:17])[CH3:16])=[CH:10][C:5]=2[O:4][CH2:3][CH2:2]1.[CH3:26][C:27]1[CH:28]=[CH:29][CH:30]=[C:31]2[C:36]=1[N:35]([CH2:37][CH:38]=O)[C:34](=[O:40])[CH:33]=[CH:32]2.C(O[BH-](OC(=O)C)OC(=O)C)(=O)C.[Na+].C(=O)([O-])O.[Na+], predict the reaction product. The product is: [O:1]1[C:6]2[CH:7]=[CH:8][C:9]([CH2:11][N:12]([CH:20]3[CH2:25][CH2:24][N:23]([CH2:38][CH2:37][N:35]4[C:36]5[C:31](=[CH:30][CH:29]=[CH:28][C:27]=5[CH3:26])[CH:32]=[CH:33][C:34]4=[O:40])[CH2:22][CH2:21]3)[C:13](=[O:19])[O:14][C:15]([CH3:18])([CH3:16])[CH3:17])=[CH:10][C:5]=2[O:4][CH2:3][CH2:2]1. (7) Given the reactants C(=O)([O-])[O-].[Cs+].[Cs+].[NH:7]1[CH:11]=[CH:10][N:9]=[N:8]1.CN(C=O)C.Cl[C:18]1[CH:23]=[C:22]([NH2:24])[CH:21]=[CH:20][N:19]=1, predict the reaction product. The product is: [N:7]1[N:8]([C:18]2[CH:23]=[C:22]([NH2:24])[CH:21]=[CH:20][N:19]=2)[N:9]=[CH:10][CH:11]=1.[N:7]1([C:18]2[CH:23]=[C:22]([NH2:24])[CH:21]=[CH:20][N:19]=2)[CH:11]=[CH:10][N:9]=[N:8]1. (8) The product is: [CH:30]1([CH2:33][NH:34][C:19](=[O:21])[C:18]2[CH:22]=[CH:23][C:15]([N:13]3[CH2:12][C:10]4[CH2:11][N:7]([C:5](=[O:6])[C:4]5[CH:24]=[CH:25][CH:26]=[CH:27][C:3]=5[C:2]([F:1])([F:28])[F:29])[CH2:8][C:9]=4[CH2:14]3)=[N:16][CH:17]=2)[CH2:32][CH2:31]1. Given the reactants [F:1][C:2]([F:29])([F:28])[C:3]1[CH:27]=[CH:26][CH:25]=[CH:24][C:4]=1[C:5]([N:7]1[CH2:11][C:10]2[CH2:12][N:13]([C:15]3[CH:23]=[CH:22][C:18]([C:19]([OH:21])=O)=[CH:17][N:16]=3)[CH2:14][C:9]=2[CH2:8]1)=[O:6].[CH:30]1([CH2:33][NH2:34])[CH2:32][CH2:31]1, predict the reaction product. (9) Given the reactants CC1C=CC(S(O[CH2:12][CH:13]2[CH2:17][C:16]3[CH:18]=[C:19]([F:30])[CH:20]=[C:21]([C:22]4[C:27]([CH3:28])=[CH:26][CH:25]=[CH:24][C:23]=4[CH3:29])[C:15]=3[O:14]2)(=O)=O)=CC=1.[CH3:31][NH2:32], predict the reaction product. The product is: [CH3:29][C:23]1[CH:24]=[CH:25][CH:26]=[C:27]([CH3:28])[C:22]=1[C:21]1[C:15]2[O:14][CH:13]([CH2:12][NH:32][CH3:31])[CH2:17][C:16]=2[CH:18]=[C:19]([F:30])[CH:20]=1.